This data is from Full USPTO retrosynthesis dataset with 1.9M reactions from patents (1976-2016). The task is: Predict the reactants needed to synthesize the given product. (1) Given the product [Cl:17][C:18]1[C:23]([O:16][CH2:15][CH2:14][O:13][C:4]2[CH:5]=[CH:6][C:7]3[C:12](=[CH:11][CH:10]=[CH:9][CH:8]=3)[CH:3]=2)=[N:22][CH:21]=[CH:20][N:19]=1, predict the reactants needed to synthesize it. The reactants are: [H-].[Na+].[CH:3]1[C:12]2[C:7](=[CH:8][CH:9]=[CH:10][CH:11]=2)[CH:6]=[CH:5][C:4]=1[O:13][CH2:14][CH2:15][OH:16].[Cl:17][C:18]1[C:23](Cl)=[N:22][CH:21]=[CH:20][N:19]=1. (2) Given the product [CH2:1]([O:3][C:4](=[O:29])[CH2:5][CH2:6][CH2:7][O:8][C:9]1[CH:14]=[CH:13][CH:12]=[C:11]([CH2:15][CH2:16][CH2:17][CH2:18][CH2:19][CH2:20][S:21][C:33]2[CH:32]=[C:31]([Br:30])[CH:36]=[C:35]([Br:37])[CH:34]=2)[C:10]=1[CH2:22][CH2:23][C:24]([O:26][CH2:27][CH3:28])=[O:25])[CH3:2], predict the reactants needed to synthesize it. The reactants are: [CH2:1]([O:3][C:4](=[O:29])[CH2:5][CH2:6][CH2:7][O:8][C:9]1[CH:14]=[CH:13][CH:12]=[C:11]([CH2:15][CH2:16][CH2:17][CH2:18][CH2:19][CH2:20][SH:21])[C:10]=1[CH2:22][CH2:23][C:24]([O:26][CH2:27][CH3:28])=[O:25])[CH3:2].[Br:30][C:31]1[CH:32]=[C:33]([N+]([O-])=O)[CH:34]=[C:35]([Br:37])[CH:36]=1.C([O-])([O-])=O.[Cs+].[Cs+]. (3) The reactants are: [CH3:1][CH2:2][CH2:3][CH2:4][CH2:5][CH2:6][CH3:7].[C:8]([O:11][CH2:12][CH3:13])(=[O:10])[CH3:9]. Given the product [CH3:13][CH2:12][O:11][C:8]([CH3:9])=[O:10].[CH3:1][CH2:2][CH2:3][CH2:4][CH2:5][CH2:6][CH3:7], predict the reactants needed to synthesize it.